From a dataset of Forward reaction prediction with 1.9M reactions from USPTO patents (1976-2016). Predict the product of the given reaction. Given the reactants [CH:1]([C:4]1[CH:5]=[CH:6][C:7]([N+:11]([O-:13])=[O:12])=[C:8]([NH2:10])[CH:9]=1)([CH3:3])[CH3:2].[S-:14][C:15]#[N:16].[Na+].[Br-].[Na+].BrBr, predict the reaction product. The product is: [CH:1]([C:4]1[C:5]([S:14][C:15]#[N:16])=[CH:6][C:7]([N+:11]([O-:13])=[O:12])=[C:8]([NH2:10])[CH:9]=1)([CH3:3])[CH3:2].